This data is from Reaction yield outcomes from USPTO patents with 853,638 reactions. The task is: Predict the reaction yield, written as a fraction of the theoretical maximum amount of product (1.0 means a 100% yield; for example, 0.34 means a 34% yield). (1) The yield is 0.770. The catalyst is N1C=CC=CC=1. The reactants are [F:1][C:2]1[CH:10]=[CH:9][C:5]([C:6](Cl)=[O:7])=[CH:4][CH:3]=1.[Br:11][C:12]1[C:13]([F:22])=[C:14]2[C:20]([NH2:21])=[CH:19][NH:18][C:15]2=[N:16][CH:17]=1. The product is [Br:11][C:12]1[C:13]([F:22])=[C:14]2[C:20]([NH:21][C:6](=[O:7])[C:5]3[CH:9]=[CH:10][C:2]([F:1])=[CH:3][CH:4]=3)=[CH:19][NH:18][C:15]2=[N:16][CH:17]=1. (2) The catalyst is CC#N. The reactants are [NH2:1][C@@H:2]([CH:5]([CH3:7])[CH3:6])[CH2:3][OH:4].[Br:8][C:9]1[CH:10]=[C:11]([CH:16]=[CH:17][C:18]=1[CH2:19]Br)[C:12]([O:14][CH3:15])=[O:13]. The product is [Br:8][C:9]1[CH:10]=[C:11]([CH:16]=[CH:17][C:18]=1[CH2:19][NH:1][C@@H:2]([CH:5]([CH3:7])[CH3:6])[CH2:3][OH:4])[C:12]([O:14][CH3:15])=[O:13]. The yield is 0.530. (3) The reactants are [NH2:1][C:2]1[C:3]([C:26](OCC)=[O:27])=[N:4][C:5]([NH:17][C:18]2[CH:23]=[CH:22][CH:21]=[C:20]([CH2:24][OH:25])[CH:19]=2)=[N:6][C:7]=1[NH:8][C:9]1[CH:14]=[CH:13][CH:12]=[CH:11][C:10]=1[O:15][CH3:16].OC1C=CC=CC=1[N:38](CC)N1C(C([O-])=O)=CC(NC2C=CC=CC=2OC)=NC1.[CH2:59]([OH:61])C. The catalyst is [Pd]. The product is [OH:25][CH2:24][C:20]1[CH:19]=[C:18]([NH:17][C:5]2[N:6]=[C:7]3[C:2]([NH:1][C:59](=[O:61])[N:8]3[C:9]3[CH:14]=[CH:13][CH:12]=[CH:11][C:10]=3[O:15][CH3:16])=[C:3]([C:26]([NH2:38])=[O:27])[N:4]=2)[CH:23]=[CH:22][CH:21]=1. The yield is 0.850. (4) The reactants are [CH3:1][C:2](=[CH2:4])[CH3:3].[CH2:5]([O:8][C:9]1[CH:14]=[CH:13][C:12]([C:15]2[CH:19]=[C:18]([CH2:20][C:21]([OH:23])=[O:22])[O:17][N:16]=2)=[C:11]([C:24]([F:27])([F:26])[F:25])[CH:10]=1)[CH2:6][CH3:7].S(=O)(=O)(O)O. The catalyst is C(OCC)C. The product is [CH2:5]([O:8][C:9]1[CH:14]=[CH:13][C:12]([C:15]2[CH:19]=[C:18]([CH2:20][C:21]([O:23][C:2]([CH3:4])([CH3:3])[CH3:1])=[O:22])[O:17][N:16]=2)=[C:11]([C:24]([F:26])([F:27])[F:25])[CH:10]=1)[CH2:6][CH3:7]. The yield is 0.730. (5) The reactants are FC(F)(F)C(O)=O.FC(F)(F)C(O)=O.[NH2:15][CH2:16][C@H:17]1[CH2:22][CH2:21][C@H:20]([N:23]2[C:27]3=[C:28]4[S:34][CH:33]=[CH:32][C:29]4=[N:30][CH:31]=[C:26]3[N:25]=[C:24]2[C@H:35]([OH:37])[CH3:36])[CH2:19][CH2:18]1.C(N(CC)CC)C.Cl[C:46]([O:48][CH3:49])=[O:47]. The catalyst is C(Cl)Cl. The product is [OH:37][C@@H:35]([C:24]1[N:23]([C@H:20]2[CH2:21][CH2:22][C@H:17]([CH2:16][NH:15][C:46](=[O:47])[O:48][CH3:49])[CH2:18][CH2:19]2)[C:27]2=[C:28]3[S:34][CH:33]=[CH:32][C:29]3=[N:30][CH:31]=[C:26]2[N:25]=1)[CH3:36]. The yield is 0.130. (6) The reactants are [F:1][C:2]1[CH:7]=[C:6]([N+:8]([O-])=O)[CH:5]=[CH:4][C:3]=1[N:11]1[CH2:16][CH2:15][CH:14]([C:17]2[O:21][C:20](=[O:22])[N:19]([CH3:23])[N:18]=2)[CH2:13][CH2:12]1.O.O.Cl[Sn]Cl. The catalyst is CO. The product is [NH2:8][C:6]1[CH:5]=[CH:4][C:3]([N:11]2[CH2:16][CH2:15][CH:14]([C:17]3[O:21][C:20](=[O:22])[N:19]([CH3:23])[N:18]=3)[CH2:13][CH2:12]2)=[C:2]([F:1])[CH:7]=1. The yield is 0.830. (7) The reactants are N1C2C(=CC(S(N)(=O)=O)=CC=2)C=C1.[Br:14][C:15]1[CH:16]=[C:17]([S:26]([NH2:29])(=[O:28])=[O:27])[CH:18]=[C:19]2[C:23]=1[N:22]([CH2:24][CH3:25])[CH2:21][CH2:20]2. No catalyst specified. The product is [Br:14][C:15]1[CH:16]=[C:17]([S:26]([NH2:29])(=[O:28])=[O:27])[CH:18]=[C:19]2[C:23]=1[N:22]([CH2:24][CH3:25])[CH:21]=[CH:20]2. The yield is 0.310. (8) The reactants are [C:1]([O:5][C:6]([N:8]1[CH2:13][CH2:12][CH:11]([N:14]2[C:18]3[CH:19]=[CH:20][CH:21]=[CH:22][C:17]=3[NH:16][C:15]2=[O:23])[CH2:10][CH2:9]1)=[O:7])([CH3:4])([CH3:3])[CH3:2].C[Si]([N-][Si](C)(C)C)(C)C.[K+].Br[CH2:35][C:36]#[N:37]. The catalyst is C1COCC1. The product is [C:1]([O:5][C:6]([N:8]1[CH2:13][CH2:12][CH:11]([N:14]2[C:18]3[CH:19]=[CH:20][CH:21]=[CH:22][C:17]=3[N:16]([CH2:35][C:36]#[N:37])[C:15]2=[O:23])[CH2:10][CH2:9]1)=[O:7])([CH3:4])([CH3:2])[CH3:3]. The yield is 0.670.